Dataset: Reaction yield outcomes from USPTO patents with 853,638 reactions. Task: Predict the reaction yield, written as a fraction of the theoretical maximum amount of product (1.0 means a 100% yield; for example, 0.34 means a 34% yield). The reactants are [O:1]1[CH2:5][CH2:4][CH2:3][CH:2]1[CH2:6][NH2:7].[CH3:8][O:9][C:10]1[CH:11]=[C:12]([CH:28]=[CH:29][CH:30]=1)[CH2:13][C:14]1[C:15]([CH3:27])=[N:16][C:17]2[N:18]([N:21]=[CH:22][C:23]=2[C:24](O)=[O:25])[C:19]=1[CH3:20]. No catalyst specified. The product is [CH3:8][O:9][C:10]1[CH:11]=[C:12]([CH:28]=[CH:29][CH:30]=1)[CH2:13][C:14]1[C:15]([CH3:27])=[N:16][C:17]2[N:18]([N:21]=[CH:22][C:23]=2[C:24]([NH:7][CH2:6][CH:2]2[CH2:3][CH2:4][CH2:5][O:1]2)=[O:25])[C:19]=1[CH3:20]. The yield is 0.680.